Task: Predict which catalyst facilitates the given reaction.. Dataset: Catalyst prediction with 721,799 reactions and 888 catalyst types from USPTO (1) Reactant: Br[C:2]1[CH:3]=[C:4]2[C:9](=[CH:10][CH:11]=1)[C:8](=[O:12])[NH:7][N:6]=[C:5]2[Cl:13].[Cl:14][C:15]1[CH:22]=[CH:21][CH:20]=[C:19]([F:23])[C:16]=1[CH2:17][NH2:18].C1C=CC(P(C2C(C3C(P(C4C=CC=CC=4)C4C=CC=CC=4)=CC=C4C=3C=CC=C4)=C3C(C=CC=C3)=CC=2)C2C=CC=CC=2)=CC=1.CC([O-])(C)C.[Na+]. Product: [Cl:13][C:5]1[C:4]2[C:9](=[CH:10][CH:11]=[C:2]([NH:18][CH2:17][C:16]3[C:19]([F:23])=[CH:20][CH:21]=[CH:22][C:15]=3[Cl:14])[CH:3]=2)[C:8](=[O:12])[NH:7][N:6]=1. The catalyst class is: 686. (2) Reactant: [C:1](Cl)([C:14]1[CH:19]=[CH:18][CH:17]=[CH:16][CH:15]=1)([C:8]1[CH:13]=[CH:12][CH:11]=[CH:10][CH:9]=1)[C:2]1[CH:7]=[CH:6][CH:5]=[CH:4][CH:3]=1.[C:21]1([NH:27][C:28]2[NH:29][CH:30]=[CH:31][N:32]=2)[CH:26]=[CH:25][CH:24]=[CH:23][CH:22]=1.C(N(CC)CC)C. Product: [C:21]1([NH:27][C:28]2[N:32]([C:1]([C:14]3[CH:19]=[CH:18][CH:17]=[CH:16][CH:15]=3)([C:8]3[CH:13]=[CH:12][CH:11]=[CH:10][CH:9]=3)[C:2]3[CH:7]=[CH:6][CH:5]=[CH:4][CH:3]=3)[CH:31]=[CH:30][N:29]=2)[CH:22]=[CH:23][CH:24]=[CH:25][CH:26]=1. The catalyst class is: 2. (3) Reactant: [C:1]1([OH:7])[CH:6]=[CH:5][CH:4]=[CH:3][CH:2]=1.[C:8](O)(=[O:10])[CH3:9].O.C1(C)C=CC(S(O)(=O)=O)=CC=1.C(N(CC)CC)C. Product: [C:8]([O:7][C:1]1[CH:6]=[CH:5][CH:4]=[CH:3][CH:2]=1)(=[O:10])[CH3:9]. The catalyst class is: 11. (4) Reactant: [H-].[H-].[H-].[H-].[Li+].[Al+3].[F:7][C:8]1[CH:13]=[CH:12][C:11]([CH2:14][CH2:15][CH2:16][CH2:17][C:18](O)=[O:19])=[CH:10][CH:9]=1.[OH-].[K+].N#[N+][O-]. Product: [F:7][C:8]1[CH:9]=[CH:10][C:11]([CH2:14][CH2:15][CH2:16][CH2:17][CH2:18][OH:19])=[CH:12][CH:13]=1. The catalyst class is: 316. (5) Reactant: [Cl:1][C:2]1[CH:7]=[CH:6][C:5]([S:8][CH:9]([CH2:13][CH2:14][CH2:15][CH3:16])[C:10]([OH:12])=O)=[CH:4][CH:3]=1.[NH2:17][C:18]1[CH:23]=[CH:22][CH:21]=[CH:20][N:19]=1. Product: [N:19]1[CH:20]=[CH:21][CH:22]=[CH:23][C:18]=1[NH:17][C:10](=[O:12])[CH:9]([S:8][C:5]1[CH:4]=[CH:3][C:2]([Cl:1])=[CH:7][CH:6]=1)[CH2:13][CH2:14][CH2:15][CH3:16]. The catalyst class is: 1. (6) Reactant: [CH2:1]([OH:5])[CH2:2][C:3]#[CH:4].S([O-])([O-])(=O)=O.C([N+](CCCC)(CCCC)CCCC)CCC.C([N+](CCCC)(CCCC)CCCC)CCC.[OH-].[Na+].Br[CH2:48][C:49]([O:51][C:52]([CH3:55])([CH3:54])[CH3:53])=[O:50]. Product: [CH2:1]([O:5][CH2:48][C:49]([O:51][C:52]([CH3:55])([CH3:54])[CH3:53])=[O:50])[CH2:2][C:3]#[CH:4]. The catalyst class is: 46. (7) Reactant: [C:1]([N:5]1[C:10](=[O:11])[C:9](Cl)=[C:8]([O:13][CH2:14][C:15]2[CH:20]=[CH:19][C:18]([CH2:21][O:22][CH2:23][CH2:24][F:25])=[CH:17][CH:16]=2)[CH:7]=[N:6]1)([CH3:4])([CH3:3])[CH3:2].N1NC(=O)C=CC=1.C([SnH](CCCC)CCCC)CCC.N(C(C)(C)C#N)=NC(C)(C)C#N. Product: [C:1]([N:5]1[C:10](=[O:11])[CH:9]=[C:8]([O:13][CH2:14][C:15]2[CH:16]=[CH:17][C:18]([CH2:21][O:22][CH2:23][CH2:24][F:25])=[CH:19][CH:20]=2)[CH:7]=[N:6]1)([CH3:4])([CH3:3])[CH3:2]. The catalyst class is: 11.